From a dataset of Reaction yield outcomes from USPTO patents with 853,638 reactions. Predict the reaction yield, written as a fraction of the theoretical maximum amount of product (1.0 means a 100% yield; for example, 0.34 means a 34% yield). (1) The reactants are [CH:1]1([C:4]2[CH:8]=[C:7]([NH:9][C:10](=[O:18])OC3C=CC=CC=3)[N:6]([C:19]3[CH:24]=[CH:23][CH:22]=[CH:21][CH:20]=3)[N:5]=2)[CH2:3][CH2:2]1.[CH3:25][O:26][C:27]1[CH:28]=[C:29]2[C:34](=[CH:35][C:36]=1[O:37][CH3:38])[N:33]=[CH:32][N:31]=[C:30]2[S:39][C:40]1[CH:41]=[C:42]([CH:44]=[CH:45][CH:46]=1)[NH2:43].O. The catalyst is CS(C)=O. The product is [CH:1]1([C:4]2[CH:8]=[C:7]([NH:9][C:10]([NH:43][C:42]3[CH:44]=[CH:45][CH:46]=[C:40]([S:39][C:30]4[C:29]5[C:34](=[CH:35][C:36]([O:37][CH3:38])=[C:27]([O:26][CH3:25])[CH:28]=5)[N:33]=[CH:32][N:31]=4)[CH:41]=3)=[O:18])[N:6]([C:19]3[CH:20]=[CH:21][CH:22]=[CH:23][CH:24]=3)[N:5]=2)[CH2:2][CH2:3]1. The yield is 0.470. (2) The catalyst is Cl.CCO. The reactants are [CH3:1][O:2][C:3]1[CH:4]=[CH:5][C:6]([N+:23]([O-])=O)=[C:7]([S:9]([NH:12][C:13]2[CH:14]=[CH:15][CH:16]=[C:17]3[C:22]=2[N:21]=[CH:20][CH:19]=[CH:18]3)(=[O:11])=[O:10])[CH:8]=1.Cl[Sn]Cl. The product is [NH2:23][C:6]1[CH:5]=[CH:4][C:3]([O:2][CH3:1])=[CH:8][C:7]=1[S:9]([NH:12][C:13]1[CH:14]=[CH:15][CH:16]=[C:17]2[C:22]=1[N:21]=[CH:20][CH:19]=[CH:18]2)(=[O:11])=[O:10]. The yield is 0.710.